This data is from Catalyst prediction with 721,799 reactions and 888 catalyst types from USPTO. The task is: Predict which catalyst facilitates the given reaction. (1) Reactant: [F:1][C:2]1([F:18])[O:6][C:5]2[CH:7]=[CH:8][CH:9]=[C:10]([C:11]3[CH:16]=[CH:15][NH:14][C:13](=[O:17])[N:12]=3)[C:4]=2[O:3]1.[H-].[Na+].Br[CH2:22][CH2:23][CH2:24][CH2:25][Cl:26].O. Product: [Cl:26][CH2:25][CH2:24][CH2:23][CH2:22][N:14]1[CH:15]=[CH:16][C:11]([C:10]2[C:4]3[O:3][C:2]([F:1])([F:18])[O:6][C:5]=3[CH:7]=[CH:8][CH:9]=2)=[N:12][C:13]1=[O:17]. The catalyst class is: 3. (2) Reactant: [CH3:1][O:2][C:3](=[O:23])[C:4]1[CH:9]=[CH:8][C:7]([C:10]2[C:15]([C:16]([F:19])([F:18])[F:17])=[CH:14][CH:13]=[CH:12][N:11]=2)=[CH:6][C:5]=1[N+:20]([O-])=O. Product: [CH3:1][O:2][C:3](=[O:23])[C:4]1[CH:9]=[CH:8][C:7]([C:10]2[C:15]([C:16]([F:18])([F:19])[F:17])=[CH:14][CH:13]=[CH:12][N:11]=2)=[CH:6][C:5]=1[NH2:20]. The catalyst class is: 50.